Predict the reaction yield, written as a fraction of the theoretical maximum amount of product (1.0 means a 100% yield; for example, 0.34 means a 34% yield). From a dataset of Reaction yield outcomes from USPTO patents with 853,638 reactions. (1) The reactants are [CH2:1]([O:8][CH:9]([C:14]1[CH:15]=[C:16]([CH:36]=[CH:37][CH:38]=1)[CH2:17][C:18]1[N:19]=[C:20](Cl)[C:21]2[C:29]3[C:24](=[CH:25][C:26]([C:30]([O:32][CH3:33])=[O:31])=[CH:27][CH:28]=3)[NH:23][C:22]=2[N:34]=1)[C:10]([F:13])([F:12])[F:11])[C:2]1[CH:7]=[CH:6][CH:5]=[CH:4][CH:3]=1.[NH2:39][CH2:40][CH2:41][CH2:42][N:43]([CH3:48])[CH2:44][CH2:45][CH2:46][NH2:47].CO. No catalyst specified. The product is [NH2:39][CH2:40][CH2:41][CH2:42][N:43]([CH3:48])[CH2:44][CH2:45][CH2:46][NH:47][C:20]1[C:21]2[C:29]3[C:24](=[CH:25][C:26]([C:30]([O:32][CH3:33])=[O:31])=[CH:27][CH:28]=3)[NH:23][C:22]=2[N:34]=[C:18]([CH2:17][C:16]2[CH:36]=[CH:37][CH:38]=[C:14]([CH:9]([O:8][CH2:1][C:2]3[CH:7]=[CH:6][CH:5]=[CH:4][CH:3]=3)[C:10]([F:13])([F:12])[F:11])[CH:15]=2)[N:19]=1. The yield is 0.639. (2) The catalyst is C(Cl)(Cl)Cl.CO.O. The product is [CH2:1]([O:3][C:4]1[C:9]2[O:10][CH:11]([CH2:14][N:43]3[CH:38]4[CH2:39][CH2:40][C@H:41]3[CH2:42][C:36]([C:27]3[CH:28]=[CH:29][C:30]5[C:35](=[CH:34][CH:33]=[CH:32][CH:31]=5)[CH:26]=3)([OH:44])[CH2:37]4)[CH2:12][O:13][C:8]=2[CH:7]=[CH:6][CH:5]=1)[CH3:2]. The yield is 0.480. The reactants are [CH2:1]([O:3][C:4]1[C:9]2[O:10][C@H:11]([CH2:14]OS(C3C=CC(C)=CC=3)(=O)=O)[CH2:12][O:13][C:8]=2[CH:7]=[CH:6][CH:5]=1)[CH3:2].[CH:26]1[C:35]2[C:30](=[CH:31][CH:32]=[CH:33][CH:34]=2)[CH:29]=[CH:28][C:27]=1[C:36]1([OH:44])[CH2:42][CH:41]2[NH:43][CH:38]([CH2:39][CH2:40]2)[CH2:37]1.C([O-])([O-])=O.[K+].[K+].C(#N)C. (3) The reactants are II.[Mg].[CH2:4]([O:6][C:7](=[O:18])[C:8]1[CH:13]=[CH:12][C:11](I)=[C:10]([N+:15]([O-:17])=[O:16])[CH:9]=1)[CH3:5].C1([Mg]Cl)C=CC=CC=1.[Li+].[Cl-].[C:29]1([CH2:35][C:36](=[O:38])[CH3:37])[CH:34]=[CH:33][CH:32]=[CH:31][CH:30]=1. No catalyst specified. The product is [OH:38][C:36]([C:11]1[CH:12]=[CH:13][C:8]([C:7]([O:6][CH2:4][CH3:5])=[O:18])=[CH:9][C:10]=1[N+:15]([O-:17])=[O:16])([CH3:37])[CH2:35][C:29]1[CH:34]=[CH:33][CH:32]=[CH:31][CH:30]=1. The yield is 0.730. (4) The reactants are [CH3:1][N:2]1[C:6]([O:7][CH2:8][CH:9]2[CH2:14][CH2:13][O:12][CH2:11][CH2:10]2)=[C:5]([N+:15]([O-])=O)[CH:4]=[N:3]1.[C:18]([O:22][C:23]([NH:25][C:26]1[S:30][C:29]([C:31]2[C:36]([F:37])=[CH:35][CH:34]=[CH:33][C:32]=2[F:38])=[N:28][C:27]=1[C:39](O)=[O:40])=[O:24])([CH3:21])([CH3:20])[CH3:19].CN(C(ON1N=NC2C=CC=NC1=2)=[N+](C)C)C.F[P-](F)(F)(F)(F)F.CCN(C(C)C)C(C)C. The catalyst is CO.C(Cl)Cl.[Pd].O. The product is [F:38][C:32]1[CH:33]=[CH:34][CH:35]=[C:36]([F:37])[C:31]=1[C:29]1[S:30][C:26]([NH:25][C:23](=[O:24])[O:22][C:18]([CH3:20])([CH3:19])[CH3:21])=[C:27]([C:39](=[O:40])[NH:15][C:5]2[CH:4]=[N:3][N:2]([CH3:1])[C:6]=2[O:7][CH2:8][CH:9]2[CH2:14][CH2:13][O:12][CH2:11][CH2:10]2)[N:28]=1. The yield is 0.690. (5) The reactants are [NH:1]([C:65]([CH2:67][CH2:68][CH2:69][CH2:70][CH2:71][CH2:72][CH3:73])=[O:66])[C@H:2]([C:18]([NH:20][C@H:21]([C:26]([N:28]1[CH2:64][CH2:63][CH2:62][C@H:29]1[C:30]([NH:32][C@H:33]([C:58]([O:60]C)=[O:59])[CH2:34][CH2:35][CH2:36][NH:37][C:38](=[NH:57])[NH:39][S:40]([C:43]1[C:55]([CH3:56])=[C:54]2[C:48]([O:49][C:50]([CH2:53]2)([CH3:52])[CH3:51])=[C:46]([CH3:47])[C:44]=1[CH3:45])(=[O:42])=[O:41])=[O:31])=[O:27])[CH2:22][CH:23]([CH3:25])[CH3:24])=[O:19])[CH2:3][C:4]1[CH:9]=[CH:8][C:7]([O:10][CH2:11][C:12]2[CH:17]=[CH:16][CH:15]=[CH:14][CH:13]=2)=[CH:6][CH:5]=1.O.O.[OH-].[Li+].Cl. The catalyst is C1COCC1. The product is [NH:1]([C:65]([CH2:67][CH2:68][CH2:69][CH2:70][CH2:71][CH2:72][CH3:73])=[O:66])[C@H:2]([C:18]([NH:20][C@H:21]([C:26]([N:28]1[CH2:64][CH2:63][CH2:62][C@H:29]1[C:30]([NH:32][C@H:33]([C:58]([OH:60])=[O:59])[CH2:34][CH2:35][CH2:36][NH:37][C:38](=[NH:57])[NH:39][S:40]([C:43]1[C:55]([CH3:56])=[C:54]2[C:48]([O:49][C:50]([CH2:53]2)([CH3:52])[CH3:51])=[C:46]([CH3:47])[C:44]=1[CH3:45])(=[O:42])=[O:41])=[O:31])=[O:27])[CH2:22][CH:23]([CH3:24])[CH3:25])=[O:19])[CH2:3][C:4]1[CH:5]=[CH:6][C:7]([O:10][CH2:11][C:12]2[CH:13]=[CH:14][CH:15]=[CH:16][CH:17]=2)=[CH:8][CH:9]=1. The yield is 0.920. (6) The product is [CH3:12][C:8]1[N:7]=[C:21]([SH:22])[N:20]([C:17]2[CH:18]=[CH:19][C:14]([CH3:23])=[CH:15][CH:16]=2)[C:9]=1[CH3:10]. The catalyst is FC(F)(F)C(O)=O.C(Cl)Cl. The yield is 0.100. The reactants are C(OC(=O)[NH:7][CH:8]([CH3:12])[C:9](=O)[CH3:10])(C)(C)C.[C:14]1([CH3:23])[CH:19]=[CH:18][C:17]([N:20]=[C:21]=[S:22])=[CH:16][CH:15]=1.CCN(C(C)C)C(C)C. (7) The reactants are [NH:1]1[CH2:6][CH2:5][CH2:4][C@@H:3]([NH:7][C:8](=[O:14])[O:9][C:10]([CH3:13])([CH3:12])[CH3:11])[CH2:2]1.[Br:15][C:16]1[C:17](F)=[C:18]2[C:24]([NH:25][C:26](=[O:33])[C:27]3[CH:32]=[CH:31][CH:30]=[CH:29][CH:28]=3)=[CH:23][NH:22][C:19]2=[N:20][CH:21]=1.CC#N.O. The catalyst is CCCCO. The product is [C:26]([NH:25][C:24]1[C:18]2[C:19](=[N:20][CH:21]=[C:16]([Br:15])[C:17]=2[N:1]2[CH2:6][CH2:5][CH2:4][C@@H:3]([NH:7][C:8](=[O:14])[O:9][C:10]([CH3:11])([CH3:13])[CH3:12])[CH2:2]2)[NH:22][CH:23]=1)(=[O:33])[C:27]1[CH:28]=[CH:29][CH:30]=[CH:31][CH:32]=1. The yield is 0.440. (8) The reactants are [N:1]1[CH:2]=[CH:3][N:4]2[CH:9]=[CH:8][C:7]([C:10]([OH:12])=O)=[CH:6][C:5]=12.[CH2:13]1[C@H:22]2[C@H:17]([CH2:18][CH2:19][C:20]3[CH:26]=[CH:25][CH:24]=[CH:23][C:21]=32)[NH:16][CH2:15][CH2:14]1.F[P-](F)(F)(F)(F)F.N1(OC(N(C)C)=[N+](C)C)C2N=CC=CC=2N=N1. No catalyst specified. The product is [CH2:13]1[C@H:22]2[C@H:17]([CH2:18][CH2:19][C:20]3[CH:26]=[CH:25][CH:24]=[CH:23][C:21]=32)[N:16]([C:10]([C:7]2[CH:8]=[CH:9][N:4]3[CH:3]=[CH:2][N:1]=[C:5]3[CH:6]=2)=[O:12])[CH2:15][CH2:14]1. The yield is 0.950. (9) The reactants are [CH2:1]([N:3]1[C:7]2=[N:8][C:9]([CH2:29][CH3:30])=[C:10]([CH2:19][NH:20][C:21]([C:23]3([C:26]([OH:28])=O)[CH2:25][CH2:24]3)=[O:22])[C:11]([NH:12][CH:13]3[CH2:18][CH2:17][O:16][CH2:15][CH2:14]3)=[C:6]2[CH:5]=[N:4]1)[CH3:2].C[N:32](C(ON1N=NC2C=CC=CC1=2)=[N+](C)C)C.F[P-](F)(F)(F)(F)F.CCN(CC)CC.[Br:62][C:63]1[CH:64]=[C:65]([CH2:70]N)[CH:66]=[CH:67][C:68]=1[CH3:69]. The catalyst is C(Cl)Cl. The product is [Br:62][C:63]1[CH:64]=[C:65]([CH2:70][N:20]([CH2:19][C:10]2[C:11]([NH:12][CH:13]3[CH2:14][CH2:15][O:16][CH2:17][CH2:18]3)=[C:6]3[CH:5]=[N:4][N:3]([CH2:1][CH3:2])[C:7]3=[N:8][C:9]=2[CH2:29][CH3:30])[C:21]([C:23]2([C:26]([NH2:32])=[O:28])[CH2:25][CH2:24]2)=[O:22])[CH:66]=[CH:67][C:68]=1[CH3:69]. The yield is 0.0811. (10) The reactants are [C:1]([O:4][C@H:5]1[C@H:11]([O:12][C:13](=[O:15])[CH3:14])[C@@H:10]([O:16][C:17](=[O:19])[CH3:18])[C@:9]2([C:21]3[CH:26]=[CH:25][C:24]([Cl:27])=[C:23]([CH2:28][C:29]4[CH:34]=[CH:33][C:32]([O:35][CH2:36][CH:37]([O:39][Si](C(C)(C)C)(C)C)[CH3:38])=[CH:31][CH:30]=4)[CH:22]=3)[O:20][C@@:6]1([CH2:47][O:48][C:49](=[O:51])[CH3:50])[CH2:7][O:8]2)(=[O:3])[CH3:2].C([O-])(O)=O.[Na+]. The catalyst is C(O)(=O)C.C1COCC1.O. The product is [C:1]([O:4][C@H:5]1[C@H:11]([O:12][C:13](=[O:15])[CH3:14])[C@@H:10]([O:16][C:17](=[O:19])[CH3:18])[C@:9]2([C:21]3[CH:26]=[CH:25][C:24]([Cl:27])=[C:23]([CH2:28][C:29]4[CH:30]=[CH:31][C:32]([O:35][CH2:36][CH:37]([OH:39])[CH3:38])=[CH:33][CH:34]=4)[CH:22]=3)[O:20][C@@:6]1([CH2:47][O:48][C:49](=[O:51])[CH3:50])[CH2:7][O:8]2)(=[O:3])[CH3:2]. The yield is 0.657.